This data is from Reaction yield outcomes from USPTO patents with 853,638 reactions. The task is: Predict the reaction yield, written as a fraction of the theoretical maximum amount of product (1.0 means a 100% yield; for example, 0.34 means a 34% yield). The yield is 0.370. The product is [CH3:22][C:16]1[CH:15]=[CH:14][C:13]([OH:12])=[C:18]2[C:17]=1[S:21][N:20]=[CH:19]2. No catalyst specified. The reactants are S1C2=CC=CC(O)=C2C=N1.C[O:12][C:13]1[C:18]2[CH:19]=[N:20][S:21][C:17]=2[C:16]([CH3:22])=[CH:15][CH:14]=1.Cl.N1C=CC=CC=1.